Dataset: Peptide-MHC class I binding affinity with 185,985 pairs from IEDB/IMGT. Task: Regression. Given a peptide amino acid sequence and an MHC pseudo amino acid sequence, predict their binding affinity value. This is MHC class I binding data. (1) The peptide sequence is SMFERDFHF. The MHC is HLA-B45:06 with pseudo-sequence HLA-B45:06. The binding affinity (normalized) is 0.213. (2) The peptide sequence is IHSDQLSKF. The MHC is HLA-A26:02 with pseudo-sequence HLA-A26:02. The binding affinity (normalized) is 0.271.